From a dataset of M1 muscarinic receptor agonist screen with 61,833 compounds. Binary Classification. Given a drug SMILES string, predict its activity (active/inactive) in a high-throughput screening assay against a specified biological target. (1) The drug is Clc1cc(NC(=O)N(CCCOC(C)C)Cc2ncccc2)ccc1. The result is 0 (inactive). (2) The molecule is s1c2c(CCCC2)c(c1)C(=O)NCCCN1CCOCC1. The result is 0 (inactive). (3) The molecule is O=C(N(C1CCCC1)C1CCN(CC1)C(=O)C)Nc1cc(c(cc1)C)C. The result is 0 (inactive). (4) The drug is O=C(NCCc1ccncc1)Nc1ccccc1. The result is 0 (inactive). (5) The molecule is O=C(Cn1c=2n(CCCN2)c2c1cccc2)c1cc2OCOc2cc1. The result is 0 (inactive).